From a dataset of Reaction yield outcomes from USPTO patents with 853,638 reactions. Predict the reaction yield, written as a fraction of the theoretical maximum amount of product (1.0 means a 100% yield; for example, 0.34 means a 34% yield). (1) The reactants are [F:1][C:2]1[CH:7]=[C:6]([N+:8]([O-])=O)[CH:5]=[CH:4][C:3]=1[N:11]1[CH2:16][CH2:15][N:14]([CH2:17][CH2:18][S:19]([CH3:22])(=[O:21])=[O:20])[CH2:13][CH2:12]1. The catalyst is CCO.[Pd]. The product is [F:1][C:2]1[CH:7]=[C:6]([NH2:8])[CH:5]=[CH:4][C:3]=1[N:11]1[CH2:16][CH2:15][N:14]([CH2:17][CH2:18][S:19]([CH3:22])(=[O:20])=[O:21])[CH2:13][CH2:12]1. The yield is 0.980. (2) The reactants are [F:1][C:2]1[CH:3]=[N:4][C:5]([NH:11][C:12]2[CH:17]=[CH:16][CH:15]=[C:14]([S:18][CH3:19])[CH:13]=2)=[C:6]([CH:10]=1)[C:7]([OH:9])=O.[NH2:20][C@@H:21]1[CH2:26][CH2:25][C@H:24]([NH:27][C:28](=[O:34])[O:29][C:30]([CH3:33])([CH3:32])[CH3:31])[CH2:23][CH2:22]1.CN(C(ON1N=NC2C=CC=NC1=2)=[N+](C)C)C.F[P-](F)(F)(F)(F)F.C1C=NC2N(O)N=NC=2C=1.CCN(C(C)C)C(C)C. The catalyst is CN1C(=O)CCC1.C(OCC)(=O)C. The product is [F:1][C:2]1[CH:10]=[C:6]([C:7]([NH:20][C@@H:21]2[CH2:26][CH2:25][C@H:24]([NH:27][C:28](=[O:34])[O:29][C:30]([CH3:32])([CH3:31])[CH3:33])[CH2:23][CH2:22]2)=[O:9])[C:5]([NH:11][C:12]2[CH:17]=[CH:16][CH:15]=[C:14]([S:18][CH3:19])[CH:13]=2)=[N:4][CH:3]=1. The yield is 0.680. (3) The reactants are [NH2:1][C:2]1[CH:9]=[CH:8][CH:7]=[C:6]([CH:10]2[CH2:12][C:11]2([CH3:14])[CH3:13])[C:3]=1[C:4]#[N:5].[S:15](Cl)(=[O:18])(=O)[NH2:16].[OH-:20].[Na+]. The catalyst is CC(N(C)C)=O.O. The product is [CH3:13][C:11]1([CH3:14])[CH2:12][CH:10]1[C:6]1[C:3]2[C:4]([NH2:5])=[N:16][S:15](=[O:18])(=[O:20])[NH:1][C:2]=2[CH:9]=[CH:8][CH:7]=1. The yield is 0.580. (4) The catalyst is C(Cl)Cl. The product is [Cl:1][C:2]1[CH:7]=[CH:6][CH:5]=[C:4]([Cl:8])[C:3]=1[C:9]1[CH:14]=[C:13]([F:15])[CH:12]=[C:11]([OH:16])[C:10]=1[OH:17]. The yield is 0.580. The reactants are [Cl:1][C:2]1[CH:7]=[CH:6][CH:5]=[C:4]([Cl:8])[C:3]=1[C:9]1[CH:14]=[C:13]([F:15])[CH:12]=[C:11]([OH:16])[C:10]=1[O:17]C.B(Br)(Br)Br. (5) The reactants are [CH2:1]([O:8][C@H:9]1[CH2:26][CH2:25][C@:24]2([CH3:27])[C@H:11]([CH2:12][CH2:13][C@H:14]3[C@H:23]2[CH2:22][CH2:21][C@:19]2([CH3:20])[C@@H:15]3[CH2:16][C:17](=[CH:28][CH3:29])[CH2:18]2)[CH2:10]1)[C:2]1[CH:7]=[CH:6][CH:5]=[CH:4][CH:3]=1.[OH-].[Na+].OO.CC(C)=[O:36].OS(O)(=O)=O.O=[Cr](=O)=O. The catalyst is C1COCC1.CC(C)=O.O. The product is [C:28]([C@@H:17]1[CH2:16][C@@H:15]2[C@@H:14]3[C@@H:23]([CH2:22][CH2:21][C@@:19]2([CH3:20])[CH2:18]1)[C@@:24]1([CH3:27])[C@@H:11]([CH2:10][C@@H:9]([O:8][CH2:1][C:2]2[CH:3]=[CH:4][CH:5]=[CH:6][CH:7]=2)[CH2:26][CH2:25]1)[CH2:12][CH2:13]3)(=[O:36])[CH3:29]. The yield is 0.680.